This data is from Reaction yield outcomes from USPTO patents with 853,638 reactions. The task is: Predict the reaction yield, written as a fraction of the theoretical maximum amount of product (1.0 means a 100% yield; for example, 0.34 means a 34% yield). The reactants are [F:1][C:2]([F:26])([F:25])[C:3]1[CH:4]=[C:5]([CH:22]=[CH:23][CH:24]=1)[CH2:6][NH:7][C:8]1[CH:13]=[C:12]([C:14]2[CH:19]=[C:18]([Cl:20])[CH:17]=[CH:16][C:15]=2[NH2:21])[N:11]=[CH:10][N:9]=1.CCN=C=NCCCN(C)C.Cl.[CH3:39][O:40][C:41]([C:43]1[CH:44]=[C:45]([CH:49]=[CH:50][CH:51]=1)[C:46](O)=[O:47])=[O:42]. The catalyst is ClCCl.CN(C)C1C=CN=CC=1. The product is [F:26][C:2]([F:25])([F:1])[C:3]1[CH:4]=[C:5]([CH:22]=[CH:23][CH:24]=1)[CH2:6][NH:7][C:8]1[N:9]=[CH:10][N:11]=[C:12]([C:14]2[CH:19]=[C:18]([Cl:20])[CH:17]=[CH:16][C:15]=2[NH:21][C:46]([C:45]2[CH:44]=[C:43]([CH:51]=[CH:50][CH:49]=2)[C:41]([O:40][CH3:39])=[O:42])=[O:47])[CH:13]=1. The yield is 0.560.